Dataset: Full USPTO retrosynthesis dataset with 1.9M reactions from patents (1976-2016). Task: Predict the reactants needed to synthesize the given product. (1) The reactants are: [CH3:1][CH:2]([N:4]([CH2:9][C@H:10]1[CH2:15][N:14](C(OC(C)(C)C)=O)[CH2:13][CH2:12][N:11]1C(OC(C)(C)C)=O)[S:5]([CH3:8])(=[O:7])=[O:6])[CH3:3].[ClH:30]. Given the product [ClH:30].[ClH:30].[CH3:3][CH:2]([N:4]([CH2:9][C@H:10]1[CH2:15][NH:14][CH2:13][CH2:12][NH:11]1)[S:5]([CH3:8])(=[O:6])=[O:7])[CH3:1], predict the reactants needed to synthesize it. (2) The reactants are: [Br:1][C:2]1[C:7]2[O:8][CH2:9][C:10](=[O:12])[NH:11][C:6]=2[CH:5]=[C:4]([C:13]([O:15]CC)=[O:14])[CH:3]=1.[OH-].[Na+].Cl. Given the product [Br:1][C:2]1[C:7]2[O:8][CH2:9][C:10](=[O:12])[NH:11][C:6]=2[CH:5]=[C:4]([C:13]([OH:15])=[O:14])[CH:3]=1, predict the reactants needed to synthesize it.